From a dataset of Buchwald-Hartwig C-N cross coupling reaction yields with 55,370 reactions. Predict the reaction yield, written as a fraction of the theoretical maximum amount of product (1.0 means a 100% yield; for example, 0.34 means a 34% yield). (1) The reactants are Brc1cccnc1.Cc1ccc(N)cc1.O=S(=O)(O[Pd]1c2ccccc2-c2ccccc2N~1)C(F)(F)F.COc1ccc(OC)c(P(C(C)(C)C)C(C)(C)C)c1-c1c(C(C)C)cc(C(C)C)cc1C(C)C.CCN=P(N=P(N(C)C)(N(C)C)N(C)C)(N(C)C)N(C)C.COC(=O)c1cc(-c2cccs2)on1. The yield is 0.490. The product is Cc1ccc(Nc2cccnc2)cc1. No catalyst specified. (2) The reactants are CCc1ccc(I)cc1.Cc1ccc(N)cc1.O=S(=O)(O[Pd]1c2ccccc2-c2ccccc2N~1)C(F)(F)F.COc1ccc(OC)c(P(C(C)(C)C)C(C)(C)C)c1-c1c(C(C)C)cc(C(C)C)cc1C(C)C.CN1CCCN2CCCN=C12.CCOC(=O)c1ccon1. The yield is 0.806. The product is CCc1ccc(Nc2ccc(C)cc2)cc1. No catalyst specified. (3) The reactants are COc1ccc(Br)cc1.Cc1ccc(N)cc1.O=S(=O)(O[Pd]1c2ccccc2-c2ccccc2N~1)C(F)(F)F.COc1ccc(OC)c(P([C@]23C[C@H]4C[C@H](C[C@H](C4)C2)C3)[C@]23C[C@H]4C[C@H](C[C@H](C4)C2)C3)c1-c1c(C(C)C)cc(C(C)C)cc1C(C)C.CCN=P(N=P(N(C)C)(N(C)C)N(C)C)(N(C)C)N(C)C.c1ccc(CN(Cc2ccccc2)c2ccon2)cc1. No catalyst specified. The product is COc1ccc(Nc2ccc(C)cc2)cc1. The yield is 0.655. (4) The reactants are FC(F)(F)c1ccc(Cl)cc1.Cc1ccc(N)cc1.O=S(=O)(O[Pd]1c2ccccc2-c2ccccc2N~1)C(F)(F)F.COc1ccc(OC)c(P([C@]23C[C@H]4C[C@H](C[C@H](C4)C2)C3)[C@]23C[C@H]4C[C@H](C[C@H](C4)C2)C3)c1-c1c(C(C)C)cc(C(C)C)cc1C(C)C.CN(C)C(=NC(C)(C)C)N(C)C.COC(=O)c1ccno1. No catalyst specified. The product is Cc1ccc(Nc2ccc(C(F)(F)F)cc2)cc1. The yield is 0.00432. (5) The reactants are FC(F)(F)c1ccc(Br)cc1.Cc1ccc(N)cc1.O=S(=O)(O[Pd]1c2ccccc2-c2ccccc2N~1)C(F)(F)F.CC(C)c1cc(C(C)C)c(-c2ccccc2P(C(C)(C)C)C(C)(C)C)c(C(C)C)c1.CCN=P(N=P(N(C)C)(N(C)C)N(C)C)(N(C)C)N(C)C.CCOC(=O)c1cnoc1. No catalyst specified. The product is Cc1ccc(Nc2ccc(C(F)(F)F)cc2)cc1. The yield is 0.0503.